This data is from Catalyst prediction with 721,799 reactions and 888 catalyst types from USPTO. The task is: Predict which catalyst facilitates the given reaction. Reactant: Cl[C:2]1[C:3](=[O:16])[NH:4][C:5]2[C:10]([N:11]=1)=[CH:9][C:8]([C:12]([O:14][CH3:15])=[O:13])=[CH:7][CH:6]=2.[Cl:17][C:18]1[CH:19]=[C:20]2[C:25](=[CH:26][CH:27]=1)[NH:24][CH2:23][CH2:22][CH2:21]2. Product: [Cl:17][C:18]1[CH:19]=[C:20]2[C:25](=[CH:26][CH:27]=1)[N:24]([C:2]1[C:3](=[O:16])[NH:4][C:5]3[C:10]([N:11]=1)=[CH:9][C:8]([C:12]([O:14][CH3:15])=[O:13])=[CH:7][CH:6]=3)[CH2:23][CH2:22][CH2:21]2. The catalyst class is: 37.